Dataset: Reaction yield outcomes from USPTO patents with 853,638 reactions. Task: Predict the reaction yield, written as a fraction of the theoretical maximum amount of product (1.0 means a 100% yield; for example, 0.34 means a 34% yield). The reactants are [CH:1]1([C:4]2[C:5]([N:24]([C:29]3[CH:34]=[CH:33][CH:32]=[C:31]([B:35]4[O:39]C(C)(C)C(C)(C)[O:36]4)[CH:30]=3)[S:25]([CH3:28])(=[O:27])=[O:26])=[CH:6][C:7]3[O:11][C:10]([C:12]4[CH:17]=[CH:16][C:15]([F:18])=[CH:14][CH:13]=4)=[C:9]([C:19]([NH:21][CH3:22])=[O:20])[C:8]=3[CH:23]=2)[CH2:3][CH2:2]1.C1(B(O)O)C=CC=CC=1.Cl. The catalyst is O1CCCC1. The product is [CH:1]1([C:4]2[C:5]([N:24]([C:29]3[CH:30]=[C:31]([B:35]([OH:36])[OH:39])[CH:32]=[CH:33][CH:34]=3)[S:25]([CH3:28])(=[O:27])=[O:26])=[CH:6][C:7]3[O:11][C:10]([C:12]4[CH:17]=[CH:16][C:15]([F:18])=[CH:14][CH:13]=4)=[C:9]([C:19](=[O:20])[NH:21][CH3:22])[C:8]=3[CH:23]=2)[CH2:3][CH2:2]1. The yield is 0.170.